From a dataset of Full USPTO retrosynthesis dataset with 1.9M reactions from patents (1976-2016). Predict the reactants needed to synthesize the given product. (1) Given the product [Cl:1][C:2]1[CH:22]=[CH:21][CH:20]=[C:19]([Cl:23])[C:3]=1[CH2:4][C:5]1[N:9]([CH2:10][C:11]([OH:13])=[O:12])[C:8]2[CH:15]=[CH:16][CH:17]=[CH:18][C:7]=2[N:6]=1, predict the reactants needed to synthesize it. The reactants are: [Cl:1][C:2]1[CH:22]=[CH:21][CH:20]=[C:19]([Cl:23])[C:3]=1[CH2:4][C:5]1[N:9]([CH2:10][C:11]([O:13]C)=[O:12])[C:8]2[CH:15]=[CH:16][CH:17]=[CH:18][C:7]=2[N:6]=1.[H-].[Na+]. (2) Given the product [Cl:1][C:2]1[CH:3]=[CH:4][C:5]([C:8]2[S:9][CH:10]=[C:11]([C:13]([CH3:17])([CH3:16])[CH2:14][NH:15][C:30](=[O:31])[C:29]3[CH:33]=[C:25]([C:22]4[N:21]=[C:20]([C:19]([F:35])([F:34])[F:18])[O:24][N:23]=4)[CH:26]=[N:27][CH:28]=3)[N:12]=2)=[CH:6][CH:7]=1, predict the reactants needed to synthesize it. The reactants are: [Cl:1][C:2]1[CH:7]=[CH:6][C:5]([C:8]2[S:9][CH:10]=[C:11]([C:13]([CH3:17])([CH3:16])[CH2:14][NH2:15])[N:12]=2)=[CH:4][CH:3]=1.[F:18][C:19]([F:35])([F:34])[C:20]1[O:24][N:23]=[C:22]([C:25]2[CH:26]=[N:27][CH:28]=[C:29]([CH:33]=2)[C:30](O)=[O:31])[N:21]=1.